This data is from Reaction yield outcomes from USPTO patents with 853,638 reactions. The task is: Predict the reaction yield, written as a fraction of the theoretical maximum amount of product (1.0 means a 100% yield; for example, 0.34 means a 34% yield). (1) The reactants are [P:1]([O-:13])([O:8][C:9]([CH3:12])([CH3:11])[CH3:10])([O:3][C:4]([CH3:7])([CH3:6])[CH3:5])=[O:2].[Ba+2].[C:9]([O:8][P:1]([O-:13])([O:3][C:4]([CH3:6])([CH3:7])[CH3:5])=[O:2])([CH3:12])([CH3:11])[CH3:10].S([O-])([O-])(=O)=O.[Ag+2:33]. The catalyst is O.CO. The product is [P:1]([O-:13])([O:3][C:4]([CH3:7])([CH3:6])[CH3:5])([O:8][C:9]([CH3:11])([CH3:12])[CH3:10])=[O:2].[Ag+:33]. The yield is 0.620. (2) The reactants are [CH2:1]([N:8]([CH2:26][C@@H:27]([OH:46])[C@@H:28]([NH:36][C:37]([O:39][CH2:40][C:41]1[S:45][CH:44]=[N:43][CH:42]=1)=[O:38])[CH2:29][C:30]1[CH:35]=[CH:34][CH:33]=[CH:32][CH:31]=1)[C:9](=[O:25])[O:10]CC1C2CC3C(=CC=CC=3)C=2C=CC=1)[C:2]1[CH:7]=[CH:6][CH:5]=[CH:4][CH:3]=1.C(NCC)C.C([O-])(O)=O.[Na+].C(OC(O[C:60]([CH3:63])([CH3:62])[CH3:61])=O)(O[C:60]([CH3:63])([CH3:62])[CH3:61])=O.Cl. The catalyst is CC#N.O. The product is [CH2:1]([N:8]([CH2:26][C@@H:27]([OH:46])[C@@H:28]([NH:36][C:37]([O:39][CH2:40][C:41]1[S:45][CH:44]=[N:43][CH:42]=1)=[O:38])[CH2:29][C:30]1[CH:31]=[CH:32][CH:33]=[CH:34][CH:35]=1)[C:9](=[O:25])[O:10][C:60]([CH3:63])([CH3:62])[CH3:61])[C:2]1[CH:7]=[CH:6][CH:5]=[CH:4][CH:3]=1. The yield is 0.740. (3) The reactants are C(O)(=O)C.[Si]([O:12][C@H:13]1[CH2:17][N:16]([CH:18]2[CH2:23][CH2:22][NH:21][CH2:20][CH2:19]2)[C:15](=[O:24])[CH2:14]1)(C(C)(C)C)(C)C.CCN(CC)CC.[S:32]1[C:40]2[C:35](=[N:36][CH:37]=[CH:38][CH:39]=2)[N:34]=[C:33]1[O:41][C:42]1[CH:49]=[CH:48][C:45]([CH:46]=O)=[CH:44][CH:43]=1.C(O[BH-](OC(=O)C)OC(=O)C)(=O)C.[Na+].Cl. The catalyst is ClCCCl.C(Cl)Cl. The product is [OH:12][C@H:13]1[CH2:17][N:16]([CH:18]2[CH2:19][CH2:20][N:21]([CH2:46][C:45]3[CH:44]=[CH:43][C:42]([O:41][C:33]4[S:32][C:40]5[C:35]([N:34]=4)=[N:36][CH:37]=[CH:38][CH:39]=5)=[CH:49][CH:48]=3)[CH2:22][CH2:23]2)[C:15](=[O:24])[CH2:14]1. The yield is 0.410. (4) The reactants are [Cl-].O[NH3+:3].[C:4](=[O:7])([O-])[OH:5].[Na+].CS(C)=O.[CH2:13]([C:17]1[N:18]=[C:19]([CH3:51])[N:20]([CH2:39][C:40]2[S:44][C:43]([C:45]3[CH:50]=[CH:49][CH:48]=[CH:47][CH:46]=3)=[N:42][CH:41]=2)[C:21](=[O:38])[C:22]=1[CH2:23][C:24]1[CH:29]=[CH:28][C:27]([C:30]2[C:31]([C:36]#[N:37])=[CH:32][CH:33]=[CH:34][CH:35]=2)=[CH:26][CH:25]=1)[CH2:14][CH2:15][CH3:16]. The catalyst is C(OCC)(=O)C. The product is [CH2:13]([C:17]1[N:18]=[C:19]([CH3:51])[N:20]([CH2:39][C:40]2[S:44][C:43]([C:45]3[CH:50]=[CH:49][CH:48]=[CH:47][CH:46]=3)=[N:42][CH:41]=2)[C:21](=[O:38])[C:22]=1[CH2:23][C:24]1[CH:25]=[CH:26][C:27]([C:30]2[CH:35]=[CH:34][CH:33]=[CH:32][C:31]=2[C:36]2[NH:3][C:4](=[O:7])[O:5][N:37]=2)=[CH:28][CH:29]=1)[CH2:14][CH2:15][CH3:16]. The yield is 0.580. (5) The reactants are [Li+].[OH-].[Cl:3][C:4]1[C:9]([C:10]([F:13])([F:12])[F:11])=[CH:8][N:7]=[C:6]2[N:14](S(C3C=CC=CC=3)(=O)=O)[CH:15]=[CH:16][C:5]=12.S([O-])(O)(=O)=O.[K+]. The catalyst is C1COCC1. The product is [Cl:3][C:4]1[C:9]([C:10]([F:12])([F:13])[F:11])=[CH:8][N:7]=[C:6]2[NH:14][CH:15]=[CH:16][C:5]=12. The yield is 0.910. (6) The product is [C:1]([O:5][C:6]([N:8]1[CH2:13][CH2:12][CH:11]([N:14]([C:15]2[CH:16]=[CH:17][C:18]([O:21][CH2:22][C:23]3[CH:28]=[CH:27][CH:26]=[CH:25][CH:24]=3)=[CH:19][CH:20]=2)[CH2:29][CH2:30][CH:31]([CH3:33])[CH3:32])[CH2:10][CH2:9]1)=[O:7])([CH3:4])([CH3:2])[CH3:3]. The reactants are [C:1]([O:5][C:6]([N:8]1[CH2:13][CH2:12][CH:11]([NH:14][C:15]2[CH:20]=[CH:19][C:18]([O:21][CH2:22][C:23]3[CH:28]=[CH:27][CH:26]=[CH:25][CH:24]=3)=[CH:17][CH:16]=2)[CH2:10][CH2:9]1)=[O:7])([CH3:4])([CH3:3])[CH3:2].[CH:29](=O)[CH2:30][CH:31]([CH3:33])[CH3:32].[BH-](OC(C)=O)(OC(C)=O)OC(C)=O.[Na+]. The yield is 0.850. The catalyst is C(Cl)Cl.